Dataset: Full USPTO retrosynthesis dataset with 1.9M reactions from patents (1976-2016). Task: Predict the reactants needed to synthesize the given product. (1) The reactants are: [Cl:1][CH2:2][C:3]([C:5]1[N:6]([CH3:10])[CH:7]=[CH:8][CH:9]=1)=[O:4].[Al+3].[Cl-].[Cl-].[Cl-].[Cl:15][C:16]1[CH:24]=[CH:23][C:19]([C:20](Cl)=[O:21])=[CH:18][CH:17]=1. Given the product [Cl:1][CH2:2][C:3]([C:5]1[N:6]([CH3:10])[CH:7]=[C:8]([C:20](=[O:21])[C:19]2[CH:23]=[CH:24][C:16]([Cl:15])=[CH:17][CH:18]=2)[CH:9]=1)=[O:4], predict the reactants needed to synthesize it. (2) Given the product [OH:20][CH2:19][CH:17]([C:16]1[CH:15]=[CH:14][C:6]([C:7]([O:9][C:10]([CH3:13])([CH3:11])[CH3:12])=[O:8])=[CH:5][C:4]=1[N+:1]([O-:3])=[O:2])[CH3:18], predict the reactants needed to synthesize it. The reactants are: [N+:1]([C:4]1[CH:5]=[C:6]([CH:14]=[CH:15][C:16]=1[CH2:17][CH3:18])[C:7]([O:9][C:10]([CH3:13])([CH3:12])[CH3:11])=[O:8])([O-:3])=[O:2].[CH2:19]=[O:20].CC(C)([O-])C.[K+].Cl. (3) The reactants are: [Cl:1][C:2]1[CH:7]=[CH:6][C:5]([C:8](=O)[CH2:9][C:10](=O)[C:11]([F:14])([F:13])[F:12])=[CH:4][CH:3]=1.[N+]([O-])(O)=O.[N+]([O-])(O)=O.[CH3:25][O:26][C:27]1[CH:28]=[C:29]([NH:39][C:40]([NH2:42])=[NH:41])[CH:30]=[CH:31][C:32]=1[N:33]1[CH:37]=[C:36]([CH3:38])[N:35]=[CH:34]1.C(N(CC)CC)C. Given the product [Cl:1][C:2]1[CH:7]=[CH:6][C:5]([C:8]2[CH:9]=[C:10]([C:11]([F:14])([F:13])[F:12])[N:41]=[C:40]([NH:39][C:29]3[CH:30]=[CH:31][C:32]([N:33]4[CH:37]=[C:36]([CH3:38])[N:35]=[CH:34]4)=[C:27]([O:26][CH3:25])[CH:28]=3)[N:42]=2)=[CH:4][CH:3]=1, predict the reactants needed to synthesize it.